From a dataset of Peptide-MHC class I binding affinity with 185,985 pairs from IEDB/IMGT. Regression. Given a peptide amino acid sequence and an MHC pseudo amino acid sequence, predict their binding affinity value. This is MHC class I binding data. (1) The peptide sequence is NLFDWMHFL. The MHC is HLA-A02:19 with pseudo-sequence HLA-A02:19. The binding affinity (normalized) is 0.851. (2) The peptide sequence is MYPFIFFIV. The MHC is HLA-B44:02 with pseudo-sequence HLA-B44:02. The binding affinity (normalized) is 0.213. (3) The peptide sequence is LTLSAQSRTL. The MHC is Mamu-A01 with pseudo-sequence Mamu-A01. The binding affinity (normalized) is 0.425. (4) The peptide sequence is EIVSHLRAST. The MHC is HLA-A02:01 with pseudo-sequence HLA-A02:01. The binding affinity (normalized) is 0. (5) The peptide sequence is DIKLIDIAL. The MHC is HLA-A02:06 with pseudo-sequence HLA-A02:06. The binding affinity (normalized) is 0.0847. (6) The peptide sequence is FPREGVFVF. The MHC is HLA-B27:05 with pseudo-sequence HLA-B27:05. The binding affinity (normalized) is 0.0847. (7) The peptide sequence is FSDESTGAR. The MHC is HLA-A24:03 with pseudo-sequence HLA-A24:03. The binding affinity (normalized) is 0.0847.